Dataset: Peptide-MHC class II binding affinity with 134,281 pairs from IEDB. Task: Regression. Given a peptide amino acid sequence and an MHC pseudo amino acid sequence, predict their binding affinity value. This is MHC class II binding data. (1) The peptide sequence is LGVLLLIGCWYCRRRNGYR. The MHC is DRB1_0101 with pseudo-sequence DRB1_0101. The binding affinity (normalized) is 0.292. (2) The peptide sequence is NHFFNHHKVMLLGHS. The MHC is DRB1_0802 with pseudo-sequence DRB1_0802. The binding affinity (normalized) is 0.713.